This data is from NCI-60 drug combinations with 297,098 pairs across 59 cell lines. The task is: Regression. Given two drug SMILES strings and cell line genomic features, predict the synergy score measuring deviation from expected non-interaction effect. (1) Drug 1: C1=CC(=CC=C1CCCC(=O)O)N(CCCl)CCCl. Drug 2: C1=CN(C(=O)N=C1N)C2C(C(C(O2)CO)O)O.Cl. Cell line: HS 578T. Synergy scores: CSS=25.5, Synergy_ZIP=-8.63, Synergy_Bliss=-0.0937, Synergy_Loewe=1.05, Synergy_HSA=3.76. (2) Drug 1: CN(CCCl)CCCl.Cl. Drug 2: CC(C)NC(=O)C1=CC=C(C=C1)CNNC.Cl. Cell line: SF-268. Synergy scores: CSS=5.61, Synergy_ZIP=-0.618, Synergy_Bliss=3.11, Synergy_Loewe=-5.67, Synergy_HSA=-0.550. (3) Drug 1: CN1C(=O)N2C=NC(=C2N=N1)C(=O)N. Drug 2: CC12CCC3C(C1CCC2OP(=O)(O)O)CCC4=C3C=CC(=C4)OC(=O)N(CCCl)CCCl.[Na+]. Cell line: CCRF-CEM. Synergy scores: CSS=-0.425, Synergy_ZIP=-0.167, Synergy_Bliss=-5.00, Synergy_Loewe=-5.83, Synergy_HSA=-5.12. (4) Drug 1: C(CN)CNCCSP(=O)(O)O. Drug 2: CC12CCC3C(C1CCC2OP(=O)(O)O)CCC4=C3C=CC(=C4)OC(=O)N(CCCl)CCCl.[Na+]. Cell line: SR. Synergy scores: CSS=18.2, Synergy_ZIP=6.25, Synergy_Bliss=3.79, Synergy_Loewe=-15.4, Synergy_HSA=1.73. (5) Drug 2: C(CN)CNCCSP(=O)(O)O. Drug 1: C1=NC2=C(N=C(N=C2N1C3C(C(C(O3)CO)O)F)Cl)N. Cell line: 786-0. Synergy scores: CSS=3.19, Synergy_ZIP=-2.30, Synergy_Bliss=0.304, Synergy_Loewe=-12.1, Synergy_HSA=-0.791. (6) Drug 2: COCCOC1=C(C=C2C(=C1)C(=NC=N2)NC3=CC=CC(=C3)C#C)OCCOC.Cl. Drug 1: CC1=C2C(C(=O)C3(C(CC4C(C3C(C(C2(C)C)(CC1OC(=O)C(C(C5=CC=CC=C5)NC(=O)C6=CC=CC=C6)O)O)OC(=O)C7=CC=CC=C7)(CO4)OC(=O)C)O)C)OC(=O)C. Cell line: HS 578T. Synergy scores: CSS=31.0, Synergy_ZIP=2.94, Synergy_Bliss=4.31, Synergy_Loewe=-20.2, Synergy_HSA=4.00. (7) Drug 1: CN(C)C1=NC(=NC(=N1)N(C)C)N(C)C. Drug 2: C1=NNC2=C1C(=O)NC=N2. Cell line: HOP-92. Synergy scores: CSS=3.29, Synergy_ZIP=1.05, Synergy_Bliss=1.93, Synergy_Loewe=0.743, Synergy_HSA=1.02. (8) Drug 1: CC1=C2C(C(=O)C3(C(CC4C(C3C(C(C2(C)C)(CC1OC(=O)C(C(C5=CC=CC=C5)NC(=O)OC(C)(C)C)O)O)OC(=O)C6=CC=CC=C6)(CO4)OC(=O)C)O)C)O. Drug 2: C1C(C(OC1N2C=NC(=NC2=O)N)CO)O. Cell line: HT29. Synergy scores: CSS=13.8, Synergy_ZIP=-1.22, Synergy_Bliss=-1.26, Synergy_Loewe=-36.4, Synergy_HSA=-4.16.